This data is from Full USPTO retrosynthesis dataset with 1.9M reactions from patents (1976-2016). The task is: Predict the reactants needed to synthesize the given product. (1) Given the product [C:33]([O:32][C:31]([NH:30][CH2:29][C:28]1[CH:38]=[C:39]([C:2]2[S:3][C:4]([Cl:24])=[C:5]([C:7]([NH:9][C:10]3[CH:15]=[CH:14][CH:13]=[CH:12][C:11]=3[CH2:16][C:17]([O:19][C:20]([CH3:23])([CH3:22])[CH3:21])=[O:18])=[O:8])[N:6]=2)[CH:40]=[C:26]([F:25])[CH:27]=1)=[O:37])([CH3:36])([CH3:34])[CH3:35], predict the reactants needed to synthesize it. The reactants are: Br[C:2]1[S:3][C:4]([Cl:24])=[C:5]([C:7]([NH:9][C:10]2[CH:15]=[CH:14][CH:13]=[CH:12][C:11]=2[CH2:16][C:17]([O:19][C:20]([CH3:23])([CH3:22])[CH3:21])=[O:18])=[O:8])[N:6]=1.[F:25][C:26]1[CH:27]=[C:28]([CH:38]=[C:39](B2OC(C)(C)C(C)(C)O2)[CH:40]=1)[CH2:29][NH:30][C:31](=[O:37])[O:32][C:33]([CH3:36])([CH3:35])[CH3:34].C([O-])([O-])=O.[K+].[K+]. (2) Given the product [CH3:10][O:9][C:7]1[CH:6]=[C:5]([CH2:11][C:12]([O:14][CH3:19])=[O:13])[CH:4]=[C:3]([O:2][CH3:1])[CH:8]=1, predict the reactants needed to synthesize it. The reactants are: [CH3:1][O:2][C:3]1[CH:4]=[C:5]([CH2:11][C:12]([OH:14])=[O:13])[CH:6]=[C:7]([O:9][CH3:10])[CH:8]=1.O=S(Cl)Cl.[CH3:19]O.